This data is from Forward reaction prediction with 1.9M reactions from USPTO patents (1976-2016). The task is: Predict the product of the given reaction. (1) Given the reactants Cl.[CH3:2][C@@H:3]1[C:16](=[O:17])[NH:15][N:14]=[C:13]2[N:4]1[C:5]1[CH:6]=[C:7]3[N:20]([C:21]4([CH3:25])[CH2:24][NH:23][CH2:22]4)[CH:19]=[CH:18][C:8]3=[CH:9][C:10]=1[O:11][CH2:12]2.[CH3:26][C:27]([O:30][C:31](O[C:31]([O:30][C:27]([CH3:29])([CH3:28])[CH3:26])=[O:32])=[O:32])([CH3:29])[CH3:28], predict the reaction product. The product is: [C:27]([O:30][C:31]([N:23]1[CH2:22][C:21]([CH3:25])([N:20]2[C:7]3[C:8](=[CH:9][C:10]4[O:11][CH2:12][C:13]5[N:4]([C:5]=4[CH:6]=3)[C@H:3]([CH3:2])[C:16](=[O:17])[NH:15][N:14]=5)[CH:18]=[CH:19]2)[CH2:24]1)=[O:32])([CH3:29])([CH3:28])[CH3:26]. (2) Given the reactants [CH3:1][S:2]([C:5]1[CH:10]=[CH:9][C:8]([C:11]2[CH:12]=[CH:13][C:14]([O:17][CH2:18][CH:19]3[CH2:24][CH2:23][NH:22][CH2:21][CH2:20]3)=[N:15][CH:16]=2)=[CH:7][CH:6]=1)(=[O:4])=[O:3].[CH:25]1([CH2:31][C:32](O)=[O:33])[CH2:30][CH2:29][CH2:28][CH2:27][CH2:26]1, predict the reaction product. The product is: [CH:25]1([CH2:31][C:32]([N:22]2[CH2:23][CH2:24][CH:19]([CH2:18][O:17][C:14]3[CH:13]=[CH:12][C:11]([C:8]4[CH:9]=[CH:10][C:5]([S:2]([CH3:1])(=[O:3])=[O:4])=[CH:6][CH:7]=4)=[CH:16][N:15]=3)[CH2:20][CH2:21]2)=[O:33])[CH2:30][CH2:29][CH2:28][CH2:27][CH2:26]1. (3) Given the reactants [F:1][C:2]1[CH:3]=[C:4]([CH:36]=[CH:37][C:38]=1[CH3:39])[CH2:5][N:6]1[C:11]2[CH:12]=[C:13]([C:15]3[CH:20]=[CH:19][CH:18]=[CH:17][CH:16]=3)[S:14][C:10]=2[C:9](=[O:21])[N:8]([CH:22]2[CH2:27][CH2:26][N:25](C(OC(C)(C)C)=O)[CH2:24][CH2:23]2)[C:7]1=[O:35].[ClH:40], predict the reaction product. The product is: [ClH:40].[F:1][C:2]1[CH:3]=[C:4]([CH:36]=[CH:37][C:38]=1[CH3:39])[CH2:5][N:6]1[C:11]2[CH:12]=[C:13]([C:15]3[CH:20]=[CH:19][CH:18]=[CH:17][CH:16]=3)[S:14][C:10]=2[C:9](=[O:21])[N:8]([CH:22]2[CH2:23][CH2:24][NH:25][CH2:26][CH2:27]2)[C:7]1=[O:35]. (4) Given the reactants [F:1][C:2]([F:7])([F:6])[C:3]([OH:5])=[O:4].[F:8][C:9]([F:14])([F:13])[C:10]([OH:12])=[O:11].FC(F)(F)C(O)=O.[Cl:22][C:23]1[CH:24]=[N:25][C:26]2[NH:27][C:28]3[CH:29]=[N:30][CH:31]=[C:32]([CH:54]=3)[CH2:33][CH2:34][C:35]3[CH:43]=[C:39]([NH:40][C:41]=1[N:42]=2)[CH:38]=[CH:37][C:36]=3[NH:44][C:45](=[O:53])[CH2:46][CH:47]1[CH2:52][CH2:51][NH:50][CH2:49][CH2:48]1.[C:55]([C:57]1[CH:58]=[C:59]([S:63](Cl)(=[O:65])=[O:64])[CH:60]=[CH:61][CH:62]=1)#[N:56], predict the reaction product. The product is: [F:1][C:2]([F:7])([F:6])[C:3]([OH:5])=[O:4].[F:8][C:9]([F:14])([F:13])[C:10]([OH:12])=[O:11].[Cl:22][C:23]1[CH:24]=[N:25][C:26]2[NH:27][C:28]3[CH:29]=[N:30][CH:31]=[C:32]([CH:54]=3)[CH2:33][CH2:34][C:35]3[CH:43]=[C:39]([NH:40][C:41]=1[N:42]=2)[CH:38]=[CH:37][C:36]=3[NH:44][C:45](=[O:53])[CH2:46][CH:47]1[CH2:52][CH2:51][N:50]([S:63]([C:59]2[CH:60]=[CH:61][CH:62]=[C:57]([C:55]#[N:56])[CH:58]=2)(=[O:65])=[O:64])[CH2:49][CH2:48]1. (5) Given the reactants Cl.[Br:2][C:3]1[CH:18]=[N:17][C:6]2[NH:7][C:8](=[O:16])[CH2:9][N:10]([CH2:12][C:13]([OH:15])=O)[CH2:11][C:5]=2[CH:4]=1.C(N(C(C)C)C(C)C)C.[CH3:28][N:29]1[CH2:34][CH2:33][NH:32][CH2:31][CH2:30]1.C1C=CC2N(O)N=NC=2C=1.C(Cl)CCl, predict the reaction product. The product is: [Br:2][C:3]1[CH:18]=[N:17][C:6]2[NH:7][C:8](=[O:16])[CH2:9][N:10]([CH2:12][C:13]([N:32]3[CH2:33][CH2:34][N:29]([CH3:28])[CH2:30][CH2:31]3)=[O:15])[CH2:11][C:5]=2[CH:4]=1. (6) Given the reactants C([O:5][C@@H:6]([C@H:8]1[CH2:12][O:11][C:10](=[O:13])[N:9]1[C:14]1[CH:19]=[CH:18][N:17]=[C:16]([NH:20][CH:21]([C:23]2[O:27][N:26]=[C:25]([C:28]3[CH:33]=[CH:32][C:31]([Cl:34])=[CH:30][CH:29]=3)[CH:24]=2)[CH3:22])[N:15]=1)[CH3:7])(C)(C)C.C(O)(C(F)(F)F)=O.O, predict the reaction product. The product is: [Cl:34][C:31]1[CH:32]=[CH:33][C:28]([C:25]2[CH:24]=[C:23]([C@@H:21]([NH:20][C:16]3[N:15]=[C:14]([N:9]4[C@@H:8]([C@H:6]([OH:5])[CH3:7])[CH2:12][O:11][C:10]4=[O:13])[CH:19]=[CH:18][N:17]=3)[CH3:22])[O:27][N:26]=2)=[CH:29][CH:30]=1.[Cl:34][C:31]1[CH:32]=[CH:33][C:28]([C:25]2[CH:24]=[C:23]([C@H:21]([NH:20][C:16]3[N:15]=[C:14]([N:9]4[C@@H:8]([C@H:6]([OH:5])[CH3:7])[CH2:12][O:11][C:10]4=[O:13])[CH:19]=[CH:18][N:17]=3)[CH3:22])[O:27][N:26]=2)=[CH:29][CH:30]=1.